From a dataset of Retrosynthesis with 50K atom-mapped reactions and 10 reaction types from USPTO. Predict the reactants needed to synthesize the given product. (1) Given the product CC(O)c1cc(-c2ccccc2)nc2ccccc12, predict the reactants needed to synthesize it. The reactants are: CC(=O)c1cc(-c2ccccc2)nc2ccccc12. (2) Given the product COc1ccccc1Oc1c(NS(=O)(=O)c2ccc(C(C)(C)C)cc2)nc(C2CC2)nc1OCCCNS(=O)(=O)c1cccs1, predict the reactants needed to synthesize it. The reactants are: COc1ccccc1Oc1c(NS(=O)(=O)c2ccc(C(C)(C)C)cc2)nc(C2CC2)nc1OCCCN.O=S(=O)(Cl)c1cccs1. (3) Given the product COC(=O)COc1ccc(-c2ccc(CNC(=O)OC(C)(C)C)cc2)cc1Br, predict the reactants needed to synthesize it. The reactants are: CC(C)(C)OC(=O)NCc1ccc(-c2ccc(O)c(Br)c2)cc1.COC(=O)CBr. (4) The reactants are: CC1Nc2cc(Br)ccc2-n2cccc21.COc1cccc(C(=O)Cl)c1. Given the product COc1cccc(C(=O)N2c3cc(Br)ccc3-n3cccc3C2C)c1, predict the reactants needed to synthesize it. (5) Given the product CC(C)(C)OC(=O)N[C@@H](Cc1ccccn1)c1ccccc1-c1noc2cc(Br)ccc12, predict the reactants needed to synthesize it. The reactants are: CC(C)(C)OC(=O)OC(=O)OC(C)(C)C.N[C@@H](Cc1ccccn1)c1ccccc1-c1noc2cc(Br)ccc12. (6) Given the product COC(=O)C(Oc1ccc(Cl)c(Cl)c1)c1ccc(Oc2ccc(Cl)cc2)cc1, predict the reactants needed to synthesize it. The reactants are: COC(=O)C(Br)c1ccc(Oc2ccc(Cl)cc2)cc1.Oc1ccc(Cl)c(Cl)c1. (7) Given the product CC(C)(C)OC(=O)N1CCC(Nc2nc3c(-c4cc(C(F)(F)F)cc(C(F)(F)F)c4)cccn3n2)C(F)C1, predict the reactants needed to synthesize it. The reactants are: CC(C)(C)OC(=O)N1CCC(=O)C(F)C1.Nc1nc2c(-c3cc(C(F)(F)F)cc(C(F)(F)F)c3)cccn2n1.